Dataset: Forward reaction prediction with 1.9M reactions from USPTO patents (1976-2016). Task: Predict the product of the given reaction. The product is: [CH3:28][O:29][C:30](=[O:37])[C@@H:31]1[CH2:35][C:34](=[CH2:36])[CH2:33][N:32]1[C:12](=[O:14])[C:11]1[CH:15]=[C:16]([O:17][CH3:18])[C:8]([O:7][CH2:6][CH2:5][CH2:4][CH2:3][CH2:2][Br:1])=[CH:9][C:10]=1[N+:19]([O-:21])=[O:20]. Given the reactants [Br:1][CH2:2][CH2:3][CH2:4][CH2:5][CH2:6][O:7][C:8]1[C:16]([O:17][CH3:18])=[CH:15][C:11]([C:12]([OH:14])=O)=[C:10]([N+:19]([O-:21])=[O:20])[CH:9]=1.C(Cl)(=O)C(Cl)=O.[CH3:28][O:29][C:30](=[O:37])[C@@H:31]1[CH2:35][C:34](=[CH2:36])[CH2:33][NH:32]1.CCN(CC)CC, predict the reaction product.